Dataset: NCI-60 drug combinations with 297,098 pairs across 59 cell lines. Task: Regression. Given two drug SMILES strings and cell line genomic features, predict the synergy score measuring deviation from expected non-interaction effect. (1) Drug 1: CCN(CC)CCNC(=O)C1=C(NC(=C1C)C=C2C3=C(C=CC(=C3)F)NC2=O)C. Drug 2: CN(CCCl)CCCl.Cl. Cell line: UO-31. Synergy scores: CSS=-11.5, Synergy_ZIP=-1.49, Synergy_Bliss=-18.8, Synergy_Loewe=-38.1, Synergy_HSA=-35.3. (2) Drug 1: C1=C(C(=O)NC(=O)N1)N(CCCl)CCCl. Drug 2: C1=CN(C=N1)CC(O)(P(=O)(O)O)P(=O)(O)O. Cell line: A549. Synergy scores: CSS=4.89, Synergy_ZIP=-10.8, Synergy_Bliss=-19.0, Synergy_Loewe=-23.9, Synergy_HSA=-19.1.